From a dataset of Full USPTO retrosynthesis dataset with 1.9M reactions from patents (1976-2016). Predict the reactants needed to synthesize the given product. (1) Given the product [F:1][C:2]1[N:7]=[C:6]([C:8]2[N:9]([CH2:13][C:14]3[N:19]=[CH:18][N:17]=[C:16]([CH:20]([NH:31][CH:29]=[O:30])[CH3:21])[C:15]=3[CH2:23][CH2:24][CH3:25])[CH:10]=[CH:11][N:12]=2)[CH:5]=[CH:4][CH:3]=1, predict the reactants needed to synthesize it. The reactants are: [F:1][C:2]1[N:7]=[C:6]([C:8]2[N:9]([CH2:13][C:14]3[N:19]=[CH:18][N:17]=[C:16]([C:20](=O)[CH3:21])[C:15]=3[CH2:23][CH2:24][CH3:25])[CH:10]=[CH:11][N:12]=2)[CH:5]=[CH:4][CH:3]=1.C(O)=O.[CH:29]([NH2:31])=[O:30].[OH-].[Na+]. (2) Given the product [Si:1]([O:8][C@@H:9]1[CH2:14][CH2:13][C@H:12]([NH:15][C:35](=[O:36])[C@@H:30]([NH:29][C:19](=[O:20])[O:21][CH2:22][C:23]2[CH:28]=[CH:27][CH:26]=[CH:25][CH:24]=2)[CH2:31][CH2:32][S:33][CH3:34])[C@H:11]([CH:16]([CH3:18])[CH3:17])[CH2:10]1)([C:4]([CH3:7])([CH3:6])[CH3:5])([CH3:2])[CH3:3], predict the reactants needed to synthesize it. The reactants are: [Si:1]([O:8][C@@H:9]1[CH2:14][CH2:13][C@H:12]([NH2:15])[C@H:11]([CH:16]([CH3:18])[CH3:17])[CH2:10]1)([C:4]([CH3:7])([CH3:6])[CH3:5])([CH3:3])[CH3:2].[C:19]([NH:29][C@H:30]([C:35](O)=[O:36])[CH2:31][CH2:32][S:33][CH3:34])([O:21][CH2:22][C:23]1[CH:28]=[CH:27][CH:26]=[CH:25][CH:24]=1)=[O:20].CN1CCOCC1.F[P-](F)(F)(F)(F)F.N1(O[P+](N(C)C)(N(C)C)N(C)C)C2C=CC=CC=2N=N1. (3) Given the product [Cl:16][C:4]1[C:5](=[O:15])[N:6]([C:9]2[CH:14]=[CH:13][CH:12]=[CH:11][CH:10]=2)[N:7]([CH3:8])[C:3]=1[CH2:2][N:28]1[CH2:29][CH2:30][N:25]([C:20]2[C:19]([C:18]([F:32])([F:17])[F:31])=[CH:24][CH:23]=[CH:22][N:21]=2)[CH2:26][CH2:27]1, predict the reactants needed to synthesize it. The reactants are: Br[CH2:2][C:3]1[N:7]([CH3:8])[N:6]([C:9]2[CH:14]=[CH:13][CH:12]=[CH:11][CH:10]=2)[C:5](=[O:15])[C:4]=1[Cl:16].[F:17][C:18]([F:32])([F:31])[C:19]1[C:20]([N:25]2[CH2:30][CH2:29][NH:28][CH2:27][CH2:26]2)=[N:21][CH:22]=[CH:23][CH:24]=1.